This data is from Serine/threonine kinase 33 screen with 319,792 compounds. The task is: Binary Classification. Given a drug SMILES string, predict its activity (active/inactive) in a high-throughput screening assay against a specified biological target. (1) The molecule is O=C1N(c2ccc(O)cc2)C(=O)C=C1. The result is 0 (inactive). (2) The molecule is S(=O)(=O)(N(C)C)c1ccc(NC(=O)CSc2n(c3c(n2)cccc3)c2ccccc2)cc1. The result is 0 (inactive). (3) The drug is S(CC(=O)N1CCc2c1cccc2)c1n(c(nn1)Cc1[nH]c(=O)[nH]c(=O)c1)c1cc(ccc1)C. The result is 0 (inactive). (4) The molecule is Brc1c(cc(NC(=O)c2cc3nccnc3cc2)cc1)C. The result is 0 (inactive). (5) The molecule is O1C(CCC1)C(=O)N1CCCN(CC1)c1nc2c(cc1C#N)ccc(c2)C. The result is 0 (inactive). (6) The compound is O=C(Nc1c(=O)n(Cc2ccc(cc2)C)ccc1)CCC1CCCC1. The result is 0 (inactive). (7) The molecule is S1\C(C(=O)N(NC(=O)c2cc(O)ccc2)C1=S)=C/c1ccc(O)cc1. The result is 0 (inactive). (8) The molecule is S(=O)(=O)(N(C)C)c1c(ccc(NC(=O)COC(=O)C(/c2sccc2)=C/c2sccc2)c1)C. The result is 0 (inactive).